This data is from Reaction yield outcomes from USPTO patents with 853,638 reactions. The task is: Predict the reaction yield, written as a fraction of the theoretical maximum amount of product (1.0 means a 100% yield; for example, 0.34 means a 34% yield). (1) The reactants are Cl[C:2]1[CH:7]=[C:6]([C:8]2[CH:13]=[CH:12][CH:11]=[CH:10][CH:9]=2)[N:5]=[C:4]([NH:14][CH:15]2[CH2:20][CH2:19][CH:18]([OH:21])[CH2:17][CH2:16]2)[N:3]=1.[Cl:22][C:23]1[CH:24]=[C:25]([CH:27]=[CH:28][C:29]=1[O:30][CH3:31])[NH2:26]. The catalyst is C(O)CCC. The product is [Cl:22][C:23]1[CH:24]=[C:25]([NH:26][C:2]2[CH:7]=[C:6]([C:8]3[CH:13]=[CH:12][CH:11]=[CH:10][CH:9]=3)[N:5]=[C:4]([NH:14][CH:15]3[CH2:20][CH2:19][CH:18]([OH:21])[CH2:17][CH2:16]3)[N:3]=2)[CH:27]=[CH:28][C:29]=1[O:30][CH3:31]. The yield is 0.530. (2) The reactants are Cl.CN(C)[CH2:4][CH2:5][CH2:6][C:7]([OH:9])=[O:8].[CH:11]([N:14](CC)[CH:15](C)C)(C)C.[CH3:20]/[C:21](/[CH:45]=[CH:46]/[CH:47]=[C:48](/[CH:50]=[C:51]=[C:52]1[C:57]([CH3:59])([CH3:58])[CH2:56][C@H:55]([O:60][C:61]([CH3:63])=[O:62])[CH2:54][C@:53]1([OH:65])[CH3:64])\[CH3:49])=[CH:22]\[CH:23]=[C:24](\[CH:26]=[CH:27]\[CH:28]=[C:29](\[C:31]([CH2:33][C@:34]12[C:40]([CH3:42])([CH3:41])[CH2:39][C@H:38]([OH:43])[CH2:37][C@@:35]1([CH3:44])[O:36]2)=[O:32])/[CH3:30])/[CH3:25].N1C=CC=CC=1. The catalyst is C(Cl)Cl.CN(C)C=O. The product is [CH3:20]/[C:21](/[CH:45]=[CH:46]/[CH:47]=[C:48](/[CH:50]=[C:51]=[C:52]1[C:57]([CH3:59])([CH3:58])[CH2:56][C@H:55]([O:60][C:61]([CH3:63])=[O:62])[CH2:54][C@:53]1([OH:65])[CH3:64])\[CH3:49])=[CH:22]\[CH:23]=[C:24](\[CH:26]=[CH:27]\[CH:28]=[C:29](\[C:31]([CH2:33][C@:34]12[C:40]([CH3:41])([CH3:42])[CH2:39][C@H:38]([OH:43])[CH2:37][C@@:35]1([CH3:44])[O:36]2)=[O:32])/[CH3:30])/[CH3:25].[CH3:11][N:14]([CH:6]([CH2:5][CH3:4])[C:7]([O-:9])=[O:8])[CH3:15]. The yield is 0.500. (3) The reactants are Cl[C:2]1[CH:3]=[C:4]([CH:7]=[C:8]([NH:10][CH2:11][C:12]2[CH:17]=[CH:16][CH:15]=[C:14]([F:18])[CH:13]=2)[N:9]=1)[C:5]#[N:6].[Cl:19][C:20]1[C:21](B(O)O)=[CH:22][C:23]([F:26])=[N:24][CH:25]=1.C([O-])([O-])=O.[Na+].[Na+]. The catalyst is COCCOC.CCOC(C)=O.C1C=CC([P]([Pd]([P](C2C=CC=CC=2)(C2C=CC=CC=2)C2C=CC=CC=2)([P](C2C=CC=CC=2)(C2C=CC=CC=2)C2C=CC=CC=2)[P](C2C=CC=CC=2)(C2C=CC=CC=2)C2C=CC=CC=2)(C2C=CC=CC=2)C2C=CC=CC=2)=CC=1. The product is [Cl:19][C:20]1[C:21]([C:2]2[CH:3]=[C:4]([C:5]#[N:6])[CH:7]=[C:8]([NH:10][CH2:11][C:12]3[CH:17]=[CH:16][CH:15]=[C:14]([F:18])[CH:13]=3)[N:9]=2)=[CH:22][C:23]([F:26])=[N:24][CH:25]=1. The yield is 0.470. (4) The yield is 0.680. The product is [CH:45]([C:41]1[CH:40]=[C:39]2[C:44]([C:35]([NH:1][C:2]3[CH:7]=[C:6]([C:8](=[O:18])[NH:9][C@H:10]([C:12]4[CH:13]=[CH:14][CH:15]=[CH:16][CH:17]=4)[CH3:11])[CH:5]=[CH:4][C:3]=3[S:19][C:20]3[CH:21]=[CH:22][C:23]([NH:26][C:27](=[O:33])[O:28][C:29]([CH3:32])([CH3:31])[CH3:30])=[CH:24][CH:25]=3)=[N:36][CH:37]=[N:38]2)=[CH:43][CH:42]=1)([CH3:47])[CH3:46]. The catalyst is C(O)C. The reactants are [NH2:1][C:2]1[CH:7]=[C:6]([C:8](=[O:18])[NH:9][C@H:10]([C:12]2[CH:17]=[CH:16][CH:15]=[CH:14][CH:13]=2)[CH3:11])[CH:5]=[CH:4][C:3]=1[S:19][C:20]1[CH:25]=[CH:24][C:23]([NH:26][C:27](=[O:33])[O:28][C:29]([CH3:32])([CH3:31])[CH3:30])=[CH:22][CH:21]=1.Cl[C:35]1[C:44]2[C:39](=[CH:40][C:41]([CH:45]([CH3:47])[CH3:46])=[CH:42][CH:43]=2)[N:38]=[CH:37][N:36]=1. (5) The reactants are [CH2:1]([N:3]1[C:7]2=[N:8][C:9]([CH2:29][CH3:30])=[C:10]([CH2:19][NH:20][C:21](=[O:28])[CH2:22][C:23]([O:25]CC)=[O:24])[C:11]([NH:12][CH:13]3[CH2:18][CH2:17][O:16][CH2:15][CH2:14]3)=[C:6]2[CH:5]=[N:4]1)[CH3:2].[Li+].[OH-].O.Cl. The catalyst is [Cl-].[Na+].O.C(O)C. The product is [CH2:1]([N:3]1[C:7]2=[N:8][C:9]([CH2:29][CH3:30])=[C:10]([CH2:19][NH:20][C:21](=[O:28])[CH2:22][C:23]([OH:25])=[O:24])[C:11]([NH:12][CH:13]3[CH2:14][CH2:15][O:16][CH2:17][CH2:18]3)=[C:6]2[CH:5]=[N:4]1)[CH3:2]. The yield is 0.750. (6) The reactants are C([O:3][C:4]([C:6]1[N:14]([CH3:15])[C:13]2[CH:12]=[CH:11][N:10]=[CH:9][C:8]=2[C:7]=1[NH:16][C:17]1[CH:22]=[CH:21][C:20]([CH:23]2[CH2:25][CH2:24]2)=[CH:19][C:18]=1[F:26])=[O:5])C.[OH-].[Na+]. The catalyst is C(O)(=O)C. The product is [CH:23]1([C:20]2[CH:21]=[CH:22][C:17]([NH:16][C:7]3[C:8]4[CH:9]=[N:10][CH:11]=[CH:12][C:13]=4[N:14]([CH3:15])[C:6]=3[C:4]([OH:5])=[O:3])=[C:18]([F:26])[CH:19]=2)[CH2:25][CH2:24]1. The yield is 0.970.